From a dataset of Catalyst prediction with 721,799 reactions and 888 catalyst types from USPTO. Predict which catalyst facilitates the given reaction. (1) Reactant: Br[CH2:2][CH2:3][CH2:4][CH2:5][CH2:6][CH2:7][O:8][CH2:9][C:10]1([CH3:14])[CH2:13][O:12][CH2:11]1.[OH:15][C:16]1[CH:26]=[CH:25][C:19]([C:20]([O:22][CH2:23][CH3:24])=[O:21])=[CH:18][CH:17]=1.C(=O)([O-])[O-].[K+].[K+].CN(C)C=O. Product: [CH3:14][C:10]1([CH2:9][O:8][CH2:7][CH2:6][CH2:5][CH2:4][CH2:3][CH2:2][O:15][C:16]2[CH:17]=[CH:18][C:19]([C:20]([O:22][CH2:23][CH3:24])=[O:21])=[CH:25][CH:26]=2)[CH2:13][O:12][CH2:11]1. The catalyst class is: 6. (2) Reactant: [CH2:1]([C@H:3]1[C@@H:7]([C:8]2[N:12]3[C:13]4[CH:19]=[CH:18][N:17]([S:20]([C:23]5[CH:29]=[CH:28][C:26]([CH3:27])=[CH:25][CH:24]=5)(=[O:22])=[O:21])[C:14]=4[N:15]=[CH:16][C:11]3=[N:10][N:9]=2)[CH2:6][C@@H:5]([NH:30][C:31]2[C:32](=[O:38])[C:33](=[O:37])[C:34]=2OC)[CH2:4]1)[CH3:2].Cl.[F:40][C:41]([F:46])([F:45])[CH2:42][CH2:43][NH2:44].CCN(C(C)C)C(C)C. Product: [CH2:1]([C@H:3]1[C@@H:7]([C:8]2[N:12]3[C:13]4[CH:19]=[CH:18][N:17]([S:20]([C:23]5[CH:24]=[CH:25][C:26]([CH3:27])=[CH:28][CH:29]=5)(=[O:21])=[O:22])[C:14]=4[N:15]=[CH:16][C:11]3=[N:10][N:9]=2)[CH2:6][C@@H:5]([NH:30][C:31]2[C:32](=[O:38])[C:33](=[O:37])[C:34]=2[NH:44][CH2:43][CH2:42][C:41]([F:46])([F:45])[F:40])[CH2:4]1)[CH3:2]. The catalyst class is: 5. (3) Reactant: [C:1]([C:5]1[CH:6]=[C:7]([NH:17][C:18]([C:20]2[N:21]([CH3:44])[C:22]3[C:27]([CH:28]=2)=[CH:26][CH:25]=[CH:24][C:23]=3[CH2:29][N:30]2[CH2:35][CH2:34][N:33]([C:36]([CH:38]3[CH2:42][CH2:41][CH2:40][N:39]3[CH3:43])=[O:37])[CH2:32][CH2:31]2)=[O:19])[C:8]([O:15][CH3:16])=[C:9]([CH:14]=1)[C:10]([O:12]C)=[O:11])([CH3:4])([CH3:3])[CH3:2].[OH-].[Na+]. Product: [C:1]([C:5]1[CH:6]=[C:7]([NH:17][C:18]([C:20]2[N:21]([CH3:44])[C:22]3[C:27]([CH:28]=2)=[CH:26][CH:25]=[CH:24][C:23]=3[CH2:29][N:30]2[CH2:31][CH2:32][N:33]([C:36]([CH:38]3[CH2:42][CH2:41][CH2:40][N:39]3[CH3:43])=[O:37])[CH2:34][CH2:35]2)=[O:19])[C:8]([O:15][CH3:16])=[C:9]([CH:14]=1)[C:10]([OH:12])=[O:11])([CH3:4])([CH3:2])[CH3:3]. The catalyst class is: 7. (4) Reactant: [CH3:1][C:2]#[C:3][CH3:4].CN1C(=O)N(C)CCC1.N#N.C([Li])CCC.I[CH2:22][CH2:23][C@@H:24]1[CH2:28][O:27][C:26]([CH3:30])([CH3:29])[O:25]1.CC1(C)O[C@H](CCO)CO1. Product: [CH2:23]([C@@H:24]1[CH2:28][O:27][C:26]([CH3:30])([CH3:29])[O:25]1)[CH2:22][C:1]#[C:2][CH2:3][CH3:4]. The catalyst class is: 1. (5) Reactant: Cl.[CH3:2][O:3][C:4](=[NH:11])[C:5]1[CH:10]=[CH:9][CH:8]=[CH:7][CH:6]=1.C(=O)([O-])[O-].[Na+].[Na+]. Product: [CH3:2][O:3][C:4](=[NH:11])[C:5]1[CH:10]=[CH:9][CH:8]=[CH:7][CH:6]=1. The catalyst class is: 27.